Task: Predict which catalyst facilitates the given reaction.. Dataset: Catalyst prediction with 721,799 reactions and 888 catalyst types from USPTO (1) Reactant: [ClH:1].[CH3:2][N:3]1[CH:7]=[C:6]([C:8]2[CH:13]=[CH:12][CH:11]=[C:10]([C:14]([F:17])([F:16])[F:15])[CH:9]=2)[N:5]=[C:4]1[CH:18]1[CH2:23][CH2:22][N:21](C(OCCCC)=O)[CH2:20][CH2:19]1. Product: [ClH:1].[ClH:1].[CH3:2][N:3]1[CH:7]=[C:6]([C:8]2[CH:13]=[CH:12][CH:11]=[C:10]([C:14]([F:15])([F:17])[F:16])[CH:9]=2)[N:5]=[C:4]1[CH:18]1[CH2:23][CH2:22][NH:21][CH2:20][CH2:19]1. The catalyst class is: 2. (2) Product: [C:28]([NH:1][C:2]1[CH:3]=[C:4]([CH:8]2[CH2:9][CH2:10][N:11]([C:14]([O:16][C:17]([CH3:20])([CH3:19])[CH3:18])=[O:15])[CH2:12][CH2:13]2)[CH:5]=[CH:6][CH:7]=1)(=[O:30])[CH3:29]. Reactant: [NH2:1][C:2]1[CH:3]=[C:4]([CH:8]2[CH2:13][CH2:12][N:11]([C:14]([O:16][C:17]([CH3:20])([CH3:19])[CH3:18])=[O:15])[CH2:10][CH2:9]2)[CH:5]=[CH:6][CH:7]=1.C(N(CC)CC)C.[C:28](Cl)(=[O:30])[CH3:29]. The catalyst class is: 1. (3) Reactant: [NH2:1][C:2]1[CH:7]=[C:6]([Cl:8])[C:5]([OH:9])=[C:4]([Cl:10])[CH:3]=1.[Cl:11][C:12]1[CH:17]=[C:16]([C:18]([F:21])([F:20])[F:19])[CH:15]=[CH:14][C:13]=1[S:22](Cl)(=[O:24])=[O:23]. Product: [Cl:11][C:12]1[CH:17]=[C:16]([C:18]([F:20])([F:19])[F:21])[CH:15]=[CH:14][C:13]=1[S:22]([NH:1][C:2]1[CH:7]=[C:6]([Cl:8])[C:5]([OH:9])=[C:4]([Cl:10])[CH:3]=1)(=[O:24])=[O:23]. The catalyst class is: 1. (4) Reactant: C1(P(C2CCCCC2)C2C=CC=CC=2C2C=CC=CC=2)CCCCC1.Br[C:27]1[CH:28]=[C:29]2[C:35]([CH:36]([C:38]3[CH:39]=[C:40]4[C:45](=[CH:46][CH:47]=3)[N:44]=[CH:43][CH:42]=[CH:41]4)[CH3:37])=[N:34][O:33][C:30]2=[N:31][CH:32]=1.C([Sn](CCCC)(CCCC)[C:53]1[N:54]=[CH:55][S:56][CH:57]=1)CCC. Product: [S:56]1[CH:57]=[C:53]([C:27]2[CH:28]=[C:29]3[C:35]([C@@H:36]([C:38]4[CH:39]=[C:40]5[C:45](=[CH:46][CH:47]=4)[N:44]=[CH:43][CH:42]=[CH:41]5)[CH3:37])=[N:34][O:33][C:30]3=[N:31][CH:32]=2)[N:54]=[CH:55]1. The catalyst class is: 3.